From a dataset of Catalyst prediction with 721,799 reactions and 888 catalyst types from USPTO. Predict which catalyst facilitates the given reaction. (1) Reactant: Br[CH2:2][C:3]1[CH:4]=[C:5]([C:9]2[CH:13]=[C:12]([CH2:14][CH:15]([CH3:17])[CH3:16])[S:11][C:10]=2[S:18]([NH:21][C:22]([CH3:25])([CH3:24])[CH3:23])(=[O:20])=[O:19])[CH:6]=[CH:7][CH:8]=1.[N:26]1[C:30]2[CH:31]=[CH:32][CH:33]=[CH:34][C:29]=2[NH:28][CH:27]=1. Product: [N:26]1([CH2:2][C:3]2[CH:4]=[C:5]([C:9]3[CH:13]=[C:12]([CH2:14][CH:15]([CH3:17])[CH3:16])[S:11][C:10]=3[S:18]([NH:21][C:22]([CH3:25])([CH3:24])[CH3:23])(=[O:20])=[O:19])[CH:6]=[CH:7][CH:8]=2)[C:30]2[CH:31]=[CH:32][CH:33]=[CH:34][C:29]=2[N:28]=[CH:27]1. The catalyst class is: 12. (2) Reactant: [F:1][C:2]1[CH:7]=[C:6]([N+:8]([O-:10])=[O:9])[CH:5]=[C:4]([F:11])[C:3]=1F.[NH:13]1[CH2:18][CH2:17][NH:16][CH2:15][CH2:14]1. Product: [F:11][C:4]1[CH:5]=[C:6]([N+:8]([O-:10])=[O:9])[CH:7]=[C:2]([F:1])[C:3]=1[N:13]1[CH2:18][CH2:17][NH:16][CH2:15][CH2:14]1. The catalyst class is: 10. (3) Product: [S:29]1[C:33]2[CH:34]=[CH:35][CH:36]=[CH:37][C:32]=2[CH:31]=[C:30]1[S:38]([N:11]1[C:12]2[C:8](=[C:7]3[CH2:1][NH:2][CH2:3][CH2:4][O:5][C:6]3=[CH:14][CH:13]=2)[CH:9]=[CH:10]1)(=[O:40])=[O:39]. Reactant: [CH2:1]1[C:7]2=[C:8]3[C:12](=[CH:13][CH:14]=[C:6]2[O:5][CH2:4][CH2:3][N:2]1C(OC(C)(C)C)=O)[NH:11][CH:10]=[CH:9]3.[H-].[Na+].CN(C=O)C.[S:29]1[C:33]2[CH:34]=[CH:35][CH:36]=[CH:37][C:32]=2[CH:31]=[C:30]1[S:38](Cl)(=[O:40])=[O:39]. The catalyst class is: 547. (4) Reactant: [CH:1]([CH:4]1[C:13]2[C:8](=[CH:9][CH:10]=[CH:11][CH:12]=2)[NH:7][C:6](=[O:14])[N:5]1[CH:15]1[CH2:20][CH2:19][N:18](CC2C=CC=CC=2)[CH2:17][CH2:16]1)([CH3:3])[CH3:2].C([O-])=O.[NH4+]. Product: [CH:1]([CH:4]1[C:13]2[C:8](=[CH:9][CH:10]=[CH:11][CH:12]=2)[NH:7][C:6](=[O:14])[N:5]1[CH:15]1[CH2:20][CH2:19][NH:18][CH2:17][CH2:16]1)([CH3:3])[CH3:2]. The catalyst class is: 129. (5) Reactant: [CH3:1][C:2]1([CH3:18])[O:6][N:5]=[C:4]([S:7]([CH:10]([C:12]2[CH:17]=[CH:16][CH:15]=[CH:14][CH:13]=2)[CH3:11])(=[O:9])=[O:8])[CH2:3]1.C1C=CC(S(N(S(C2C=CC=CC=2)(=O)=O)[F:29])(=O)=O)=CC=1. Product: [F:29][C:10]([C:12]1[CH:17]=[CH:16][CH:15]=[CH:14][CH:13]=1)([S:7]([C:4]1[CH2:3][C:2]([CH3:1])([CH3:18])[O:6][N:5]=1)(=[O:9])=[O:8])[CH3:11]. The catalyst class is: 1.